Dataset: Peptide-MHC class II binding affinity with 134,281 pairs from IEDB. Task: Regression. Given a peptide amino acid sequence and an MHC pseudo amino acid sequence, predict their binding affinity value. This is MHC class II binding data. (1) The MHC is DRB1_0101 with pseudo-sequence DRB1_0101. The peptide sequence is AELQIVDKIDAAFKI. The binding affinity (normalized) is 0.524. (2) The peptide sequence is RIDTPDKLTGPFTVR. The MHC is DRB1_1602 with pseudo-sequence DRB1_1602. The binding affinity (normalized) is 0.214.